This data is from Forward reaction prediction with 1.9M reactions from USPTO patents (1976-2016). The task is: Predict the product of the given reaction. (1) The product is: [F:1][C:2]1[CH:7]=[CH:6][CH:5]=[CH:4][C:3]=1[C:8]1[C:12]([C:13]([N:42]2[CH2:41][CH2:40][N:39]([C:45]3[CH:50]=[CH:49][CH:48]=[CH:47][C:46]=3[OH:51])[CH2:44][CH2:43]2)=[O:15])=[C:11]([CH3:16])[O:10][N:9]=1. Given the reactants [F:1][C:2]1[CH:7]=[CH:6][CH:5]=[CH:4][C:3]=1[C:8]1[C:12]([C:13]([OH:15])=O)=[C:11]([CH3:16])[O:10][N:9]=1.Cl.C(N=C=NCCCN(C)C)C.OC1C2N=NNC=2C=CC=1.[N:39]1([C:45]2[CH:50]=[CH:49][CH:48]=[CH:47][C:46]=2[OH:51])[CH2:44][CH2:43][NH:42][CH2:41][CH2:40]1, predict the reaction product. (2) Given the reactants [F:1][C:2]1[CH:10]=[CH:9][C:5]([C:6]([OH:8])=[O:7])=[CH:4][C:3]=1[OH:11].CN(C)[CH:14]=[O:15].[C:17](=O)([O-])[O-].[K+].[K+].Br[CH2:24][CH2:25][CH2:26][O:27][CH3:28].[C:29](#N)[CH3:30], predict the reaction product. The product is: [F:1][C:2]1[CH:10]=[CH:9][C:5]([C:6]([O:8][CH2:24][CH2:25][CH2:26][O:27][CH3:28])=[O:7])=[CH:4][C:3]=1[O:11][CH2:17][CH2:29][CH2:30][O:15][CH3:14]. (3) Given the reactants CC(C)([O-])C.[K+].[CH3:7][C:8]1([CH3:15])[CH2:13][CH2:12][CH2:11][CH:10]([SH:14])[CH2:9]1.Cl[C:17]1[CH:24]=[CH:23][C:20]([C:21]#[N:22])=[CH:19][N:18]=1, predict the reaction product. The product is: [CH3:7][C:8]1([CH3:15])[CH2:13][CH2:12][CH2:11][CH:10]([S:14][C:17]2[N:18]=[CH:19][C:20]([C:21]#[N:22])=[CH:23][CH:24]=2)[CH2:9]1. (4) Given the reactants [OH:1][C:2]1[CH:9]=[CH:8][C:5]([CH:6]=[O:7])=[CH:4][C:3]=1[O:10][CH2:11][CH2:12][CH2:13][O:14][CH3:15].N1C=CN=C1.[CH:21]([Si:24](Cl)([CH:28]([CH3:30])[CH3:29])[CH:25]([CH3:27])[CH3:26])([CH3:23])[CH3:22], predict the reaction product. The product is: [CH3:15][O:14][CH2:13][CH2:12][CH2:11][O:10][C:3]1[CH:4]=[C:5]([CH:8]=[CH:9][C:2]=1[O:1][Si:24]([CH:28]([CH3:30])[CH3:29])([CH:25]([CH3:27])[CH3:26])[CH:21]([CH3:23])[CH3:22])[CH:6]=[O:7]. (5) Given the reactants [Cl:1][C:2]1[C:3]([F:28])=[C:4]([CH:8]2[C:12]([C:15]3[CH:20]=[CH:19][C:18]([Cl:21])=[CH:17][C:16]=3[F:22])([C:13]#[N:14])[CH:11]([CH2:23][C:24]([CH3:27])([CH3:26])[CH3:25])[CH2:10][NH:9]2)[CH:5]=[CH:6][CH:7]=1.[N:29]([C:32]1[CH:33]=[N:34][CH:35]=[CH:36][CH:37]=1)=[C:30]=[O:31], predict the reaction product. The product is: [N:34]1[CH:35]=[CH:36][CH:37]=[C:32]([NH:29][C:30]([N:9]2[CH2:10][CH:11]([CH2:23][C:24]([CH3:25])([CH3:27])[CH3:26])[C:12]([C:15]3[CH:20]=[CH:19][C:18]([Cl:21])=[CH:17][C:16]=3[F:22])([C:13]#[N:14])[CH:8]2[C:4]2[CH:5]=[CH:6][CH:7]=[C:2]([Cl:1])[C:3]=2[F:28])=[O:31])[CH:33]=1. (6) Given the reactants [NH2:1][CH2:2][CH2:3][N:4]1[CH:13]=[CH:12][C:11]2[C:6](=[CH:7][CH:8]=[CH:9][CH:10]=2)[C:5]1=[O:14].CO.[CH2:17]([N:19]1[C:25](=[O:26])[C:24]([CH3:28])([CH3:27])[C:23](=[O:29])[N:22]([CH3:30])[C:21]2[CH:31]=[C:32]([CH:35]=O)[CH:33]=[CH:34][C:20]1=2)[CH3:18].[BH4-].[Na+], predict the reaction product. The product is: [CH2:17]([N:19]1[C:25](=[O:26])[C:24]([CH3:27])([CH3:28])[C:23](=[O:29])[N:22]([CH3:30])[C:21]2[CH:31]=[C:32]([CH2:35][NH:1][CH2:2][CH2:3][N:4]3[CH:13]=[CH:12][C:11]4[C:6](=[CH:7][CH:8]=[CH:9][CH:10]=4)[C:5]3=[O:14])[CH:33]=[CH:34][C:20]1=2)[CH3:18].